This data is from Catalyst prediction with 721,799 reactions and 888 catalyst types from USPTO. The task is: Predict which catalyst facilitates the given reaction. (1) Reactant: [CH3:1][C:2]1[CH:3]=[C:4]([O:15][C:16]2[C:25]3[C:20](=[CH:21][C:22]([OH:28])=[C:23]([O:26][CH3:27])[CH:24]=3)[N:19]=[CH:18][CH:17]=2)[C:5]([C:9]2[CH:14]=[CH:13][CH:12]=[CH:11][N:10]=2)=[N:6][C:7]=1[CH3:8].C(=O)([O-])[O-].[K+].[K+].Br[CH2:36][CH2:37][CH2:38][OH:39]. Product: [CH3:1][C:2]1[CH:3]=[C:4]([O:15][C:16]2[C:25]3[C:20](=[CH:21][C:22]([O:28][CH2:36][CH2:37][CH2:38][OH:39])=[C:23]([O:26][CH3:27])[CH:24]=3)[N:19]=[CH:18][CH:17]=2)[C:5]([C:9]2[CH:14]=[CH:13][CH:12]=[CH:11][N:10]=2)=[N:6][C:7]=1[CH3:8]. The catalyst class is: 9. (2) Product: [F:1][C:2]1[CH:7]=[CH:6][C:5]([C:8]2[N:9]=[CH:10][N:11]3[CH:16]=[C:15]4[C:17]5([CH2:27][C:28]6[CH:33]=[CH:32][CH:31]=[CH:30][N:29]=6)[CH2:25][CH2:24][C:23]([C:38]([F:41])([F:40])[F:39])([OH:26])[CH2:22][CH:18]5[CH2:19][CH2:20][CH2:21][C:14]4=[CH:13][C:12]=23)=[CH:4][CH:3]=1. The catalyst class is: 57. Reactant: [F:1][C:2]1[CH:7]=[CH:6][C:5]([C:8]2[N:9]=[CH:10][N:11]3[CH:16]=[C:15]4[C:17]5([CH2:27][C:28]6[CH:33]=[CH:32][CH:31]=[CH:30][N:29]=6)[CH2:25][CH2:24][C:23](=[O:26])[CH2:22][CH:18]5[CH2:19][CH2:20][CH2:21][C:14]4=[CH:13][C:12]=23)=[CH:4][CH:3]=1.[F-].[Cs+].C[Si](C)(C)[C:38]([F:41])([F:40])[F:39].CCCC[N+](CCCC)(CCCC)CCCC.[F-]. (3) Reactant: [C:1]([N:4]1[C:13]2[C:8](=[CH:9][C:10](Br)=[CH:11][CH:12]=2)[C@H:7]([NH:15][C:16]2[CH:23]=[CH:22][C:19]([C:20]#[N:21])=[CH:18][N:17]=2)[CH2:6][C@@H:5]1[CH3:24])(=[O:3])[CH3:2].[C:25]([Si:27]([CH3:30])([CH3:29])[CH3:28])#[CH:26].C(N(CC)CC)C. Product: [C:1]([N:4]1[C:13]2[C:8](=[CH:9][C:10]([C:26]#[C:25][Si:27]([CH3:30])([CH3:29])[CH3:28])=[CH:11][CH:12]=2)[C@H:7]([NH:15][C:16]2[CH:23]=[CH:22][C:19]([C:20]#[N:21])=[CH:18][N:17]=2)[CH2:6][C@@H:5]1[CH3:24])(=[O:3])[CH3:2]. The catalyst class is: 538. (4) Reactant: C[O:2][C:3](=[O:19])[C:4]1[CH:9]=[CH:8][C:7]([CH2:10][CH:11]2[CH2:18][CH2:17][CH2:16][CH2:15][CH2:14][C:13]#[C:12]2)=[CH:6][CH:5]=1.[Li+].[OH-]. Product: [CH:11]1([CH2:10][C:7]2[CH:6]=[CH:5][C:4]([C:3]([OH:19])=[O:2])=[CH:9][CH:8]=2)[CH2:18][CH2:17][CH2:16][CH2:15][CH2:14][C:13]#[C:12]1. The catalyst class is: 38. (5) Reactant: [C:1]([C:4]12[CH2:13][CH:8]([C:9]([CH3:12])=[CH:10][CH2:11]1)C(=O)[CH2:6][CH:5]2[CH3:15])([CH3:3])=[CH2:2].O.C1(C)C=CC(S(O)(=O)=O)=CC=1.[CH3:28][O:29][CH:30](OC)[O:31][CH3:32].C([O-])(O)=O.[Na+]. The catalyst class is: 5. Product: [C:1]([C:4]12[CH2:13][CH:8]([C:30]([O:31][CH3:32])([O:29][CH3:28])[CH2:15][CH:5]1[CH3:6])[C:9]([CH3:12])=[CH:10][CH2:11]2)([CH3:3])=[CH2:2]. (6) Reactant: C[O:2][C:3]([C:5]1[CH:14]=[CH:13][C:12]2[C:7](=[CH:8][CH:9]=[CH:10][CH:11]=2)[C:6]=1[O:15][CH2:16][CH:17]1[O:22][C:21]2[CH:23]=[CH:24][CH:25]=[CH:26][C:20]=2[O:19][CH2:18]1)=[O:4].[OH-].[Na+].CO. Product: [O:22]1[C:21]2[CH:23]=[CH:24][CH:25]=[CH:26][C:20]=2[O:19][CH2:18][CH:17]1[CH2:16][O:15][C:6]1[C:7]2[C:12](=[CH:11][CH:10]=[CH:9][CH:8]=2)[CH:13]=[CH:14][C:5]=1[C:3]([OH:4])=[O:2]. The catalyst class is: 1.